Regression. Given two drug SMILES strings and cell line genomic features, predict the synergy score measuring deviation from expected non-interaction effect. From a dataset of NCI-60 drug combinations with 297,098 pairs across 59 cell lines. (1) Drug 1: C1=CC(=CC=C1CCC2=CNC3=C2C(=O)NC(=N3)N)C(=O)NC(CCC(=O)O)C(=O)O. Drug 2: C#CCC(CC1=CN=C2C(=N1)C(=NC(=N2)N)N)C3=CC=C(C=C3)C(=O)NC(CCC(=O)O)C(=O)O. Cell line: HL-60(TB). Synergy scores: CSS=33.3, Synergy_ZIP=-11.7, Synergy_Bliss=-21.9, Synergy_Loewe=-25.9, Synergy_HSA=-17.7. (2) Drug 1: C1=C(C(=O)NC(=O)N1)F. Drug 2: CC12CCC3C(C1CCC2O)C(CC4=C3C=CC(=C4)O)CCCCCCCCCS(=O)CCCC(C(F)(F)F)(F)F. Cell line: OVCAR-5. Synergy scores: CSS=32.9, Synergy_ZIP=-0.667, Synergy_Bliss=-1.22, Synergy_Loewe=-0.308, Synergy_HSA=0.498. (3) Drug 1: CC(C1=C(C=CC(=C1Cl)F)Cl)OC2=C(N=CC(=C2)C3=CN(N=C3)C4CCNCC4)N. Drug 2: CCC1(CC2CC(C3=C(CCN(C2)C1)C4=CC=CC=C4N3)(C5=C(C=C6C(=C5)C78CCN9C7C(C=CC9)(C(C(C8N6C)(C(=O)OC)O)OC(=O)C)CC)OC)C(=O)OC)O.OS(=O)(=O)O. Cell line: PC-3. Synergy scores: CSS=28.2, Synergy_ZIP=5.77, Synergy_Bliss=9.59, Synergy_Loewe=-2.44, Synergy_HSA=9.91. (4) Drug 1: CS(=O)(=O)C1=CC(=C(C=C1)C(=O)NC2=CC(=C(C=C2)Cl)C3=CC=CC=N3)Cl. Drug 2: COC1=C(C=C2C(=C1)N=CN=C2NC3=CC(=C(C=C3)F)Cl)OCCCN4CCOCC4. Cell line: NCI-H226. Synergy scores: CSS=33.6, Synergy_ZIP=0.730, Synergy_Bliss=6.23, Synergy_Loewe=-2.87, Synergy_HSA=8.16. (5) Drug 1: CC1=C(C(=CC=C1)Cl)NC(=O)C2=CN=C(S2)NC3=CC(=NC(=N3)C)N4CCN(CC4)CCO. Drug 2: CC1C(C(CC(O1)OC2CC(OC(C2O)C)OC3=CC4=CC5=C(C(=O)C(C(C5)C(C(=O)C(C(C)O)O)OC)OC6CC(C(C(O6)C)O)OC7CC(C(C(O7)C)O)OC8CC(C(C(O8)C)O)(C)O)C(=C4C(=C3C)O)O)O)O. Cell line: U251. Synergy scores: CSS=31.9, Synergy_ZIP=2.06, Synergy_Bliss=2.78, Synergy_Loewe=0.129, Synergy_HSA=-0.117. (6) Drug 1: C1=C(C(=O)NC(=O)N1)N(CCCl)CCCl. Drug 2: CC1C(C(CC(O1)OC2CC(CC3=C2C(=C4C(=C3O)C(=O)C5=CC=CC=C5C4=O)O)(C(=O)C)O)N)O. Cell line: UACC62. Synergy scores: CSS=69.8, Synergy_ZIP=0.0237, Synergy_Bliss=0.532, Synergy_Loewe=5.39, Synergy_HSA=6.78. (7) Drug 1: CNC(=O)C1=CC=CC=C1SC2=CC3=C(C=C2)C(=NN3)C=CC4=CC=CC=N4. Drug 2: CN(C)N=NC1=C(NC=N1)C(=O)N. Cell line: DU-145. Synergy scores: CSS=3.47, Synergy_ZIP=0.183, Synergy_Bliss=0.958, Synergy_Loewe=-2.66, Synergy_HSA=-2.40. (8) Drug 1: C1=CC(=CC=C1CCCC(=O)O)N(CCCl)CCCl. Drug 2: CCN(CC)CCCC(C)NC1=C2C=C(C=CC2=NC3=C1C=CC(=C3)Cl)OC. Cell line: SF-295. Synergy scores: CSS=29.1, Synergy_ZIP=-7.11, Synergy_Bliss=-7.11, Synergy_Loewe=-6.77, Synergy_HSA=-5.51. (9) Drug 1: CC(C1=C(C=CC(=C1Cl)F)Cl)OC2=C(N=CC(=C2)C3=CN(N=C3)C4CCNCC4)N. Drug 2: C1CCC(CC1)NC(=O)N(CCCl)N=O. Cell line: NCI-H522. Synergy scores: CSS=22.2, Synergy_ZIP=0.838, Synergy_Bliss=6.38, Synergy_Loewe=6.19, Synergy_HSA=6.37.